Dataset: Retrosynthesis with 50K atom-mapped reactions and 10 reaction types from USPTO. Task: Predict the reactants needed to synthesize the given product. (1) Given the product O=S(=O)(CCN1CCCCC1)Nc1ccc(-c2nnc(CSCCOc3ccccc3)o2)cc1, predict the reactants needed to synthesize it. The reactants are: C1CCNCC1.O=S(=O)(CCCl)Nc1ccc(-c2nnc(CSCCOc3ccccc3)o2)cc1. (2) Given the product CCC(=O)N(Cc1ccc(F)cc1)c1cccc(C#N)c1, predict the reactants needed to synthesize it. The reactants are: CCC(=O)Nc1cccc(C#N)c1.Fc1ccc(CBr)cc1. (3) Given the product CCC(=O)Nc1c2c(nn1C)N(c1c(C)cc(C)cc1Cl)CCC2, predict the reactants needed to synthesize it. The reactants are: CCC(=O)Cl.Cc1cc(C)c(N2CCCc3c2nn(C)c3N)c(Cl)c1.